Task: Predict which catalyst facilitates the given reaction.. Dataset: Catalyst prediction with 721,799 reactions and 888 catalyst types from USPTO Product: [Cl:4][C:5]1[C:14]2[C:9](=[CH:10][C:11]([I:15])=[CH:12][CH:13]=2)[N:8]=[N:7][C:6]=1[C:16]([NH:2][CH3:1])=[O:17]. Reactant: [CH3:1][NH2:2].O.[Cl:4][C:5]1[C:14]2[C:9](=[CH:10][C:11]([I:15])=[CH:12][CH:13]=2)[N:8]=[N:7][C:6]=1[C:16](Cl)=[O:17]. The catalyst class is: 1.